From a dataset of Full USPTO retrosynthesis dataset with 1.9M reactions from patents (1976-2016). Predict the reactants needed to synthesize the given product. (1) Given the product [CH:1]1([C:4]2[N:5]=[C:6]3[CH:11]=[CH:10][C:9]([N:12]4[CH:17]=[CH:16][C:15]([CH2:18][O:19][C:27]5[CH:28]=[CH:29][C:24]([F:23])=[CH:25][CH:26]=5)=[CH:14][C:13]4=[O:20])=[CH:8][N:7]3[C:21]=2[CH3:22])[CH2:2][CH2:3]1, predict the reactants needed to synthesize it. The reactants are: [CH:1]1([C:4]2[N:5]=[C:6]3[CH:11]=[CH:10][C:9]([N:12]4[CH:17]=[CH:16][C:15]([CH2:18][OH:19])=[CH:14][C:13]4=[O:20])=[CH:8][N:7]3[C:21]=2[CH3:22])[CH2:3][CH2:2]1.[F:23][C:24]1[CH:29]=[CH:28][C:27](O)=[CH:26][CH:25]=1.C(P(CCCC)CCCC)CCC.N(C(N1CCCCC1)=O)=NC(N1CCCCC1)=O. (2) Given the product [Br:1][C:2]1[C:11]([O:12][CH3:13])=[C:10]2[C:5]([CH:6]=[N:7][C:8]([NH:16][C:17]3[CH:18]=[CH:19][C:20]([C:23]([N:25]4[CH2:26][CH2:27][O:28][CH2:29][CH2:30]4)=[O:24])=[CH:21][CH:22]=3)=[N:9]2)=[C:4]([Cl:15])[CH:3]=1, predict the reactants needed to synthesize it. The reactants are: [Br:1][C:2]1[C:11]([O:12][CH3:13])=[C:10]2[C:5]([CH:6]=[N:7][C:8](Cl)=[N:9]2)=[C:4]([Cl:15])[CH:3]=1.[NH2:16][C:17]1[CH:22]=[CH:21][C:20]([C:23]([N:25]2[CH2:30][CH2:29][O:28][CH2:27][CH2:26]2)=[O:24])=[CH:19][CH:18]=1.